This data is from Catalyst prediction with 721,799 reactions and 888 catalyst types from USPTO. The task is: Predict which catalyst facilitates the given reaction. (1) Reactant: C[O:2][C:3](=[O:24])[C:4]([CH3:23])([N:6]([CH2:20][CH2:21][CH3:22])[S:7]([C:10]1[CH:15]=[CH:14][CH:13]=[CH:12][C:11]=1[C:16]([F:19])([F:18])[F:17])(=[O:9])=[O:8])[CH3:5].C1COCC1.CO.O[Li].O. Product: [CH3:23][C:4]([N:6]([CH2:20][CH2:21][CH3:22])[S:7]([C:10]1[CH:15]=[CH:14][CH:13]=[CH:12][C:11]=1[C:16]([F:19])([F:18])[F:17])(=[O:9])=[O:8])([CH3:5])[C:3]([OH:24])=[O:2]. The catalyst class is: 6. (2) Reactant: [Si:1]([O:8][C@H:9]1[CH2:14][CH2:13][C@H:12]([OH:15])[CH2:11][CH2:10]1)([C:4]([CH3:7])([CH3:6])[CH3:5])([CH3:3])[CH3:2].C(N(CC)CC)C.[CH3:23][S:24](Cl)(=[O:26])=[O:25].C(=O)([O-])O.[Na+]. Product: [CH3:23][S:24]([O:15][C@H:12]1[CH2:13][CH2:14][C@H:9]([O:8][Si:1]([C:4]([CH3:7])([CH3:6])[CH3:5])([CH3:3])[CH3:2])[CH2:10][CH2:11]1)(=[O:26])=[O:25]. The catalyst class is: 2. (3) Reactant: [F:1][C:2]([F:24])([F:23])[O:3][C:4]1[CH:9]=[CH:8][C:7]([N:10]2[CH:14]=[N:13][C:12]([C:15]3[CH:22]=[CH:21][C:18]([CH:19]=[O:20])=[CH:17][CH:16]=3)=[N:11]2)=[CH:6][CH:5]=1.[BH4-].[Na+]. Product: [F:24][C:2]([F:1])([F:23])[O:3][C:4]1[CH:5]=[CH:6][C:7]([N:10]2[CH:14]=[N:13][C:12]([C:15]3[CH:22]=[CH:21][C:18]([CH2:19][OH:20])=[CH:17][CH:16]=3)=[N:11]2)=[CH:8][CH:9]=1. The catalyst class is: 351. (4) Reactant: [Cl:1][C:2]1[CH:10]=[C:9]2[C:5]([C@@:6]3([C:19]4([CH2:24][CH2:23][C:22]([CH3:26])([CH3:25])[CH2:21][CH2:20]4)[N:18]4[C@@H:13]([C:14](=[O:39])[O:15][C@@H:16]([C:33]5[CH:38]=[CH:37][CH:36]=[CH:35][CH:34]=5)[C@H:17]4[C:27]4[CH:32]=[CH:31][CH:30]=[CH:29][CH:28]=4)[C@@H:12]3[C:40]3[CH:45]=[CH:44][N:43]=[C:42]([Cl:46])[C:41]=3[F:47])[C:7](=[O:11])[NH:8]2)=[CH:4][CH:3]=1.C(=O)([O-])[O-:49].[K+].[K+].S([O-])([O-])(=O)=O.[Mg+2]. Product: [Cl:1][C:2]1[CH:10]=[C:9]2[C:5]([C:6]3([C@@H:12]([C:40]4[CH:45]=[CH:44][N:43]=[C:42]([Cl:46])[C:41]=4[F:47])[C@H:13]([C:14]([OH:49])=[O:39])[N:18]([C@H:17]([C:27]4[CH:32]=[CH:31][CH:30]=[CH:29][CH:28]=4)[C@@H:16]([OH:15])[C:33]4[CH:38]=[CH:37][CH:36]=[CH:35][CH:34]=4)[C:19]43[CH2:24][CH2:23][C:22]([CH3:26])([CH3:25])[CH2:21][CH2:20]4)[C:7](=[O:11])[NH:8]2)=[CH:4][CH:3]=1. The catalyst class is: 47. (5) Product: [CH3:27][O:28][C:29]1[CH:30]=[C:31]([CH:34]=[CH:35][CH:36]=1)[CH2:32][O:1][C:2]1[CH:3]=[CH:4][C:5]([C:8]2[CH:13]=[CH:12][CH:11]=[C:10]([NH:14][C@H:15]([C:23]([O:25][CH3:26])=[O:24])[CH2:16][C:17]3[CH:18]=[CH:19][CH:20]=[CH:21][CH:22]=3)[CH:9]=2)=[CH:6][CH:7]=1. Reactant: [OH:1][C:2]1[CH:7]=[CH:6][C:5]([C:8]2[CH:13]=[CH:12][CH:11]=[C:10]([NH:14][C@H:15]([C:23]([O:25][CH3:26])=[O:24])[CH2:16][C:17]3[CH:22]=[CH:21][CH:20]=[CH:19][CH:18]=3)[CH:9]=2)=[CH:4][CH:3]=1.[CH3:27][O:28][C:29]1[CH:30]=[C:31]([CH:34]=[CH:35][CH:36]=1)[CH2:32]Br.C(=O)([O-])[O-].[K+].[K+]. The catalyst class is: 21. (6) Reactant: CN(C)/[CH:3]=[CH:4]/[C:5]([C:7]1[CH:8]=[C:9]([N:19]2[CH2:24][CH2:23][N:22]([C:25]([O:27][C:28]([CH3:31])([CH3:30])[CH3:29])=[O:26])[CH2:21][CH2:20]2)[C:10]2[C:15]([CH:16]=1)=[CH:14][CH:13]=[C:12]([O:17][CH3:18])[CH:11]=2)=O.Cl.[CH3:34][N:35](N)[C:36]([NH2:38])=[NH:37].[O-]CC.[Na+]. Product: [CH3:18][O:17][C:12]1[CH:11]=[C:10]2[C:15]([CH:16]=[C:7]([C:5]3[CH:4]=[CH:3][N:38]=[C:36]([NH:35][CH3:34])[N:37]=3)[CH:8]=[C:9]2[N:19]2[CH2:20][CH2:21][N:22]([C:25]([O:27][C:28]([CH3:30])([CH3:31])[CH3:29])=[O:26])[CH2:23][CH2:24]2)=[CH:14][CH:13]=1. The catalyst class is: 8. (7) Reactant: Cl.[NH2:2][OH:3].C(N(C(C)C)CC)(C)C.[CH3:13][O:14][C:15]1[CH:22]=[CH:21][C:18]([C:19]#[N:20])=[CH:17][CH:16]=1. Product: [OH:3][NH:2][C:19](=[NH:20])[C:18]1[CH:21]=[CH:22][C:15]([O:14][CH3:13])=[CH:16][CH:17]=1. The catalyst class is: 8. (8) Reactant: [F:1][C:2]([F:21])([F:20])[C:3]1[CH:8]=[CH:7][C:6]([N:9]2[CH2:14][CH2:13][CH:12]([O:15][CH2:16][C:17]([OH:19])=O)[CH2:11][CH2:10]2)=[CH:5][CH:4]=1.C(N(C(C)C)CC)(C)C.O1CCCC1.Cl.[N+:37]([C:40]1[CH:45]=[CH:44][C:43]([NH:46][CH:47]2[CH2:52][CH2:51][NH:50][CH2:49][CH2:48]2)=[CH:42][C:41]=1[C:53]([F:56])([F:55])[F:54])([O-:39])=[O:38]. Product: [N+:37]([C:40]1[CH:45]=[CH:44][C:43]([NH:46][CH:47]2[CH2:48][CH2:49][N:50]([C:17](=[O:19])[CH2:16][O:15][CH:12]3[CH2:13][CH2:14][N:9]([C:6]4[CH:7]=[CH:8][C:3]([C:2]([F:21])([F:1])[F:20])=[CH:4][CH:5]=4)[CH2:10][CH2:11]3)[CH2:51][CH2:52]2)=[CH:42][C:41]=1[C:53]([F:56])([F:54])[F:55])([O-:39])=[O:38]. The catalyst class is: 204. (9) Reactant: [NH2:1][CH:2]1[CH2:7][CH2:6][C:5]([C:8]2[N:13]=[C:12]3[N:14]([CH3:23])[C:15](=[O:22])[N:16]([CH2:17][C:18]([CH3:21])([CH3:20])[CH3:19])[C:11]3=[CH:10][CH:9]=2)=[CH:4][CH2:3]1.CCN(C(C)C)C(C)C.CN(C(ON1N=NC2C=CC=NC1=2)=[N+](C)C)C.F[P-](F)(F)(F)(F)F.[CH3:57][N:58]1[CH:62]=[CH:61][N:60]=[C:59]1[C:63](O)=[O:64]. Product: [CH3:21][C:18]([CH3:20])([CH3:19])[CH2:17][N:16]1[C:11]2[C:12](=[N:13][C:8]([C:5]3[CH2:6][CH2:7][CH:2]([NH:1][C:63]([C:59]4[N:58]([CH3:57])[CH:62]=[CH:61][N:60]=4)=[O:64])[CH2:3][CH:4]=3)=[CH:9][CH:10]=2)[N:14]([CH3:23])[C:15]1=[O:22]. The catalyst class is: 37. (10) Reactant: C(OC([N:8]1[CH2:12][C@@H:11]([CH2:13][N:14]([CH:31]([CH3:33])[CH3:32])[C:15](=[O:30])[C:16]2[CH:21]=[CH:20][C:19]([O:22][CH3:23])=[C:18]([O:24][CH2:25][CH2:26][CH2:27][O:28][CH3:29])[CH:17]=2)[C@H:10]([OH:34])[CH2:9]1)=O)(C)(C)C.Cl[CH2:36][C:37]1[O:41][N:40]=[C:39]([C:42]2[CH:47]=[CH:46][C:45]([Cl:48])=[CH:44][CH:43]=2)[CH:38]=1.CC#N.O.CC#N. Product: [Cl:48][C:45]1[CH:44]=[CH:43][C:42]([C:39]2[CH:38]=[C:37]([CH2:36][O:34][C@@H:10]3[CH2:9][NH:8][CH2:12][C@H:11]3[CH2:13][N:14]([CH:31]([CH3:32])[CH3:33])[C:15](=[O:30])[C:16]3[CH:21]=[CH:20][C:19]([O:22][CH3:23])=[C:18]([O:24][CH2:25][CH2:26][CH2:27][O:28][CH3:29])[CH:17]=3)[O:41][N:40]=2)=[CH:47][CH:46]=1. The catalyst class is: 6.